The task is: Predict which catalyst facilitates the given reaction.. This data is from Catalyst prediction with 721,799 reactions and 888 catalyst types from USPTO. (1) Product: [NH2:25][C:20]1[N:19]=[C:18]([NH:17][CH2:16][C:15]([N:14]([CH:11]2[CH2:12][CH2:13][N:8]([CH2:1][C:2]3[CH:3]=[CH:4][CH:5]=[CH:6][CH:7]=3)[CH2:9][CH2:10]2)[CH3:36])=[O:35])[C:23]([CH3:24])=[CH:22][N:21]=1.[C:64]([OH:71])(=[O:70])/[CH:65]=[CH:66]\[C:67]([OH:69])=[O:68].[NH2:37][C:38]1[N:43]=[C:42]([NH:44][CH2:45][C:46]([N:48]([CH:50]2[CH2:55][CH2:54][N:53]([CH2:56][C:57]3[CH:58]=[CH:59][CH:60]=[CH:61][CH:62]=3)[CH2:52][CH2:51]2)[CH3:49])=[O:47])[C:41]([CH3:63])=[CH:40][N:39]=1. Reactant: [CH2:1]([N:8]1[CH2:13][CH2:12][CH:11]([N:14]([CH3:36])[C:15](=[O:35])[CH2:16][NH:17][C:18]2[C:23]([CH3:24])=[CH:22][N:21]=[C:20]([NH:25]CC3C=CC(OC)=CC=3)[N:19]=2)[CH2:10][CH2:9]1)[C:2]1[CH:7]=[CH:6][CH:5]=[CH:4][CH:3]=1.[NH2:37][C:38]1[N:43]=[C:42]([NH:44][CH2:45][C:46]([N:48]([CH:50]2[CH2:55][CH2:54][N:53]([CH2:56][C:57]3[CH:62]=[CH:61][CH:60]=[CH:59][CH:58]=3)[CH2:52][CH2:51]2)[CH3:49])=[O:47])[C:41]([CH3:63])=[CH:40][N:39]=1.[C:64]([OH:71])(=[O:70])/[CH:65]=[CH:66]\[C:67]([OH:69])=[O:68]. The catalyst class is: 5. (2) Reactant: [C:1]1([CH:7]2[CH2:12][CH2:11][CH2:10][NH:9][CH:8]2[C:13]2[NH:14][CH:15]=[C:16]([C:18]3[CH:19]=[C:20]([CH:25]=[CH:26][CH:27]=3)[C:21]([O:23][CH3:24])=[O:22])[N:17]=2)[CH:6]=[CH:5][CH:4]=[CH:3][CH:2]=1.[Cl:28][C:29]1[CH:30]=[CH:31][C:32]([N:40]2[CH:44]=[N:43][N:42]=[N:41]2)=[C:33](/[CH:35]=[CH:36]/[C:37](O)=[O:38])[CH:34]=1.C1CN([P+](ON2N=NC3C=CC=CC2=3)(N2CCCC2)N2CCCC2)CC1.F[P-](F)(F)(F)(F)F.CCN(C(C)C)C(C)C. Product: [Cl:28][C:29]1[CH:30]=[CH:31][C:32]([N:40]2[CH:44]=[N:43][N:42]=[N:41]2)=[C:33](/[CH:35]=[CH:36]/[C:37]([N:9]2[CH2:10][CH2:11][CH2:12][CH:7]([C:1]3[CH:2]=[CH:3][CH:4]=[CH:5][CH:6]=3)[CH:8]2[C:13]2[NH:14][CH:15]=[C:16]([C:18]3[CH:19]=[C:20]([CH:25]=[CH:26][CH:27]=3)[C:21]([O:23][CH3:24])=[O:22])[N:17]=2)=[O:38])[CH:34]=1. The catalyst class is: 476.